This data is from Catalyst prediction with 721,799 reactions and 888 catalyst types from USPTO. The task is: Predict which catalyst facilitates the given reaction. (1) Reactant: [C:1]([CH2:3][CH2:4][CH2:5][CH2:6][C:7]1[N:12]=[N:11][C:10]([NH:13][C:14](=[O:22])[CH2:15][C:16]2[CH:21]=[CH:20][CH:19]=[CH:18][CH:17]=2)=[CH:9][CH:8]=1)#[N:2].N[NH:24][C:25]([NH2:27])=[S:26].FC(F)(F)C(O)=O.C(=O)(O)[O-].[Na+]. Product: [NH2:27][C:25]1[S:26][C:1]([CH2:3][CH2:4][CH2:5][CH2:6][C:7]2[N:12]=[N:11][C:10]([NH:13][C:14](=[O:22])[CH2:15][C:16]3[CH:21]=[CH:20][CH:19]=[CH:18][CH:17]=3)=[CH:9][CH:8]=2)=[N:2][N:24]=1. The catalyst class is: 6. (2) Reactant: C(C(O)=O)(F)(F)F.C([O:12][C:13](=[O:41])[CH2:14][N:15]([S:23]([C:26]1[CH:35]=[C:34]2[C:29]([C:30]([Cl:40])=[CH:31][N:32]=[C:33]2[NH:36][C:37]([NH2:39])=[NH:38])=[CH:28][CH:27]=1)(=[O:25])=[O:24])[CH2:16][C:17]1[CH:22]=[CH:21][N:20]=[CH:19][CH:18]=1)(C)(C)C. Product: [ClH:40].[ClH:40].[Cl:40][C:30]1[C:29]2[C:34](=[CH:35][C:26]([S:23]([N:15]([CH2:16][C:17]3[CH:22]=[CH:21][N:20]=[CH:19][CH:18]=3)[CH2:14][C:13]([OH:41])=[O:12])(=[O:24])=[O:25])=[CH:27][CH:28]=2)[C:33]([NH:36][C:37]([NH2:39])=[NH:38])=[N:32][CH:31]=1. The catalyst class is: 2. (3) Reactant: [OH:1][C:2]1[C:7]2=[C:8]([CH3:20])[C:9]([O:11][CH2:12][CH2:13][CH2:14][NH:15][S:16]([CH3:19])(=[O:18])=[O:17])=[CH:10][N:6]2[N:5]=[CH:4][N:3]=1.O=P(Cl)(Cl)Cl.[F:26][C:27]1[C:35](O)=[CH:34][CH:33]=[C:32]2[C:28]=1[CH:29]=[C:30]([CH3:37])[NH:31]2.C([O-])([O-])=O.[K+].[K+]. Product: [F:26][C:27]1[C:35]([O:1][C:2]2[C:7]3=[C:8]([CH3:20])[C:9]([O:11][CH2:12][CH2:13][CH2:14][NH:15][S:16]([CH3:19])(=[O:18])=[O:17])=[CH:10][N:6]3[N:5]=[CH:4][N:3]=2)=[CH:34][CH:33]=[C:32]2[C:28]=1[CH:29]=[C:30]([CH3:37])[NH:31]2. The catalyst class is: 174. (4) Reactant: [F:1][C:2]1[CH:3]=[CH:4][C:5]([O:23][CH3:24])=[C:6]([C:8]2[CH:13]=[CH:12][N:11]=[C:10]3[NH:14][C:15]([CH:17]4[CH2:22][CH2:21][NH:20][CH2:19][CH2:18]4)=[CH:16][C:9]=23)[CH:7]=1.[CH3:25][N:26]([CH3:31])[S:27](Cl)(=[O:29])=[O:28].C(N(CC)CC)C. Product: [F:1][C:2]1[CH:3]=[CH:4][C:5]([O:23][CH3:24])=[C:6]([C:8]2[CH:13]=[CH:12][N:11]=[C:10]3[NH:14][C:15]([CH:17]4[CH2:18][CH2:19][N:20]([S:27]([N:26]([CH3:31])[CH3:25])(=[O:29])=[O:28])[CH2:21][CH2:22]4)=[CH:16][C:9]=23)[CH:7]=1. The catalyst class is: 2.